From a dataset of Full USPTO retrosynthesis dataset with 1.9M reactions from patents (1976-2016). Predict the reactants needed to synthesize the given product. (1) The reactants are: C(NC(C)C)(C)C.C([Li])CCC.[Br:13][C:14]1[CH:19]=[C:18]([Cl:20])[CH:17]=[CH:16][C:15]=1[F:21].[C:22](=[O:24])=[O:23]. Given the product [Br:13][C:14]1[C:15]([F:21])=[C:16]([CH:17]=[C:18]([Cl:20])[CH:19]=1)[C:22]([OH:24])=[O:23], predict the reactants needed to synthesize it. (2) Given the product [C:1]([O:5][C:6](=[O:10])[C@@H:7]([NH:8][C:39]([C:20]1[N:21]=[C:22]([CH2:36][O:37][CH3:38])[C:23]2[C:28]([C:19]=1[O:18][CH2:11][C:12]1[CH:17]=[CH:16][CH:15]=[CH:14][CH:13]=1)=[CH:27][CH:26]=[C:25]([O:29][C:30]1[CH:35]=[CH:34][CH:33]=[CH:32][CH:31]=1)[CH:24]=2)=[O:40])[CH3:9])([CH3:4])([CH3:3])[CH3:2], predict the reactants needed to synthesize it. The reactants are: [C:1]([O:5][C:6](=[O:10])[C@H:7]([CH3:9])[NH2:8])([CH3:4])([CH3:3])[CH3:2].[CH2:11]([O:18][C:19]1[C:28]2[C:23](=[CH:24][C:25]([O:29][C:30]3[CH:35]=[CH:34][CH:33]=[CH:32][CH:31]=3)=[CH:26][CH:27]=2)[C:22]([CH2:36][O:37][CH3:38])=[N:21][C:20]=1[C:39](O)=[O:40])[C:12]1[CH:17]=[CH:16][CH:15]=[CH:14][CH:13]=1. (3) Given the product [ClH:15].[CH2:16]([O:18][C:1](=[NH:2])[CH2:3][N:4]1[C:8]([CH3:9])=[CH:7][CH:6]=[C:5]1[C:10]([O:12][CH2:13][CH3:14])=[O:11])[CH3:17], predict the reactants needed to synthesize it. The reactants are: [C:1]([CH2:3][N:4]1[C:8]([CH3:9])=[CH:7][CH:6]=[C:5]1[C:10]([O:12][CH2:13][CH3:14])=[O:11])#[N:2].[ClH:15].[CH2:16]([O:18]CC)[CH3:17].C(O)C. (4) The reactants are: [Br:1][C:2]1[CH:3]=[C:4]([CH:7]=[CH:8][C:9]=1[OH:10])[CH:5]=[O:6].C(=O)([O-])[O-].[K+].[K+].Br[CH2:18][C:19]([O:21][C:22]([CH3:25])([CH3:24])[CH3:23])=[O:20]. Given the product [Br:1][C:2]1[CH:3]=[C:4]([CH:5]=[O:6])[CH:7]=[CH:8][C:9]=1[O:10][CH2:18][C:19]([O:21][C:22]([CH3:25])([CH3:24])[CH3:23])=[O:20], predict the reactants needed to synthesize it. (5) The reactants are: [Cl:1][C:2]1[CH:7]=[CH:6][C:5]([N:8]=[C:9]=[O:10])=[CH:4][C:3]=1[Cl:11].[NH2:12][CH2:13][CH2:14][CH2:15][N:16]1[CH2:21][CH2:20][CH:19]([C:22]2[CH:23]=[C:24]([NH:28][C:29](=[O:33])[CH:30]([CH3:32])[CH3:31])[CH:25]=[CH:26][CH:27]=2)[CH2:18][CH2:17]1. Given the product [Cl:11][C:3]1[CH:4]=[C:5]([CH:6]=[CH:7][C:2]=1[Cl:1])[NH:8][C:9]([NH:12][CH2:13][CH2:14][CH2:15][N:16]1[CH2:21][CH2:20][CH:19]([C:22]2[CH:23]=[C:24]([NH:28][C:29](=[O:33])[CH:30]([CH3:31])[CH3:32])[CH:25]=[CH:26][CH:27]=2)[CH2:18][CH2:17]1)=[O:10], predict the reactants needed to synthesize it. (6) Given the product [NH2:8][C:6]1[N:5]=[C:4]2[C:3]([NH:21][C:22](=[O:23])[N:9]2[C@H:10]2[C:19]3[C:14](=[C:15]([F:20])[CH:16]=[CH:17][CH:18]=3)[O:13][CH2:12][CH2:11]2)=[C:2]([Cl:1])[N:7]=1, predict the reactants needed to synthesize it. The reactants are: [Cl:1][C:2]1[N:7]=[C:6]([NH2:8])[N:5]=[C:4]([NH:9][C@H:10]2[C:19]3[C:14](=[C:15]([F:20])[CH:16]=[CH:17][CH:18]=3)[O:13][CH2:12][CH2:11]2)[C:3]=1[NH2:21].[C:22](Cl)(Cl)=[O:23].